From a dataset of Forward reaction prediction with 1.9M reactions from USPTO patents (1976-2016). Predict the product of the given reaction. (1) Given the reactants [CH2:1]([O:8][C:9]([N:11]1[CH2:15][CH2:14][CH2:13][C@H:12]1[C:16](=[O:30])[NH:17][C:18]1[S:19][CH:20]=[C:21]([C:23]2[CH:28]=[CH:27][C:26]([NH2:29])=[CH:25][CH:24]=2)[N:22]=1)=[O:10])[C:2]1[CH:7]=[CH:6][CH:5]=[CH:4][CH:3]=1.[CH2:31](N(CC)CC)C.CI, predict the reaction product. The product is: [CH2:1]([O:8][C:9]([N:11]1[CH2:15][CH2:14][CH2:13][CH:12]1[C:16](=[O:30])[NH:17][C:18]1[S:19][CH:20]=[C:21]([C:23]2[CH:24]=[CH:25][C:26]([NH:29][CH3:31])=[CH:27][CH:28]=2)[N:22]=1)=[O:10])[C:2]1[CH:3]=[CH:4][CH:5]=[CH:6][CH:7]=1. (2) Given the reactants Cl[C:2]1[N:7]=[N:6][C:5]([NH:8][CH2:9][C:10]([C:13]2[CH:18]=[CH:17][C:16]([F:19])=[CH:15][CH:14]=2)([CH3:12])[CH3:11])=[CH:4][CH:3]=1.C([O-])([O-])=O.[K+].[K+].[C:26]([C:28]1[CH:29]=[C:30](B(O)O)[CH:31]=[CH:32][C:33]=1[F:34])#[N:27], predict the reaction product. The product is: [F:34][C:33]1[CH:32]=[CH:31][C:30]([C:2]2[N:7]=[N:6][C:5]([NH:8][CH2:9][C:10]([C:13]3[CH:18]=[CH:17][C:16]([F:19])=[CH:15][CH:14]=3)([CH3:12])[CH3:11])=[CH:4][CH:3]=2)=[CH:29][C:28]=1[C:26]#[N:27]. (3) Given the reactants [CH2:1]([O:3][C:4](=[O:20])[C@@H:5]([O:18][CH3:19])[CH2:6][C:7]1[CH:12]=[CH:11][C:10]([O:13][CH2:14][CH2:15][CH2:16]Br)=[CH:9][CH:8]=1)[CH3:2].[CH3:21][O:22][C:23]1[CH:37]=[C:36]([O:38][CH3:39])[CH:35]=[CH:34][C:24]=1[C:25]([C:27]1[CH:32]=[CH:31][C:30]([OH:33])=[CH:29][CH:28]=1)=[O:26], predict the reaction product. The product is: [CH2:1]([O:3][C:4](=[O:20])[CH:5]([O:18][CH3:19])[CH2:6][C:7]1[CH:12]=[CH:11][C:10]([O:13][CH2:14][CH2:15][CH2:16][O:33][C:30]2[CH:29]=[CH:28][C:27]([C:25](=[O:26])[C:24]3[CH:34]=[CH:35][C:36]([O:38][CH3:39])=[CH:37][C:23]=3[O:22][CH3:21])=[CH:32][CH:31]=2)=[CH:9][CH:8]=1)[CH3:2]. (4) Given the reactants [CH2:1]([O:8][C@@H:9]1[C@@H:18]([O:19][CH2:20][C:21]2[CH:26]=[CH:25][CH:24]=[CH:23][CH:22]=2)[C@H:17]([O:27][C@@H:28]2[O:57][C@H:56]([CH2:58]F)[C@@H:47]([O:48][CH2:49][C:50]3[CH:55]=[CH:54][CH:53]=[CH:52][CH:51]=3)[C@H:38]([O:39][CH2:40][C:41]3[CH:46]=[CH:45][CH:44]=[CH:43][CH:42]=3)[C@H:29]2[O:30][CH2:31][C:32]2[CH:37]=[CH:36][CH:35]=[CH:34][CH:33]=2)[C@@H:16]([CH2:60][O:61][CH2:62][C:63]2[CH:68]=[CH:67][CH:66]=[CH:65][CH:64]=2)[O:15][C@@H:10]1[O:11][CH2:12][CH:13]=[CH2:14])[C:2]1[CH:7]=[CH:6][CH:5]=[CH:4][CH:3]=1.[O:69]1CCC[CH2:70]1, predict the reaction product. The product is: [CH2:1]([O:8][C@@H:9]1[C@@H:18]([O:19][CH2:20][C:21]2[CH:26]=[CH:25][CH:24]=[CH:23][CH:22]=2)[C@H:17]([O:27][C@@H:28]2[O:57][C@H:56]([CH2:58][O:69][CH3:70])[C@@H:47]([O:48][CH2:49][C:50]3[CH:55]=[CH:54][CH:53]=[CH:52][CH:51]=3)[C@H:38]([O:39][CH2:40][C:41]3[CH:46]=[CH:45][CH:44]=[CH:43][CH:42]=3)[C@H:29]2[O:30][CH2:31][C:32]2[CH:37]=[CH:36][CH:35]=[CH:34][CH:33]=2)[C@@H:16]([CH2:60][O:61][CH2:62][C:63]2[CH:68]=[CH:67][CH:66]=[CH:65][CH:64]=2)[O:15][CH:10]1[O:11][CH2:12][CH:13]=[CH2:14])[C:2]1[CH:7]=[CH:6][CH:5]=[CH:4][CH:3]=1. (5) Given the reactants [CH:1](NC(C)C)(C)[CH3:2].C([Li])CCC.CN(C)P(N(C)C)(N(C)C)=O.[CH:24]1([C:33]([O:35][CH3:36])=[O:34])[CH2:28][CH2:27][CH:26]([C:29]([O:31][CH3:32])=[O:30])[CH2:25]1.BrCCCl, predict the reaction product. The product is: [C:26]12([C:29]([O:31][CH3:32])=[O:30])[CH2:25][C:24]([C:33]([O:35][CH3:36])=[O:34])([CH2:1][CH2:2]1)[CH2:28][CH2:27]2. (6) Given the reactants BrC1C=CC([C:8]2[CH:13]=[CH:12][C:11]([C:14]3[C:15]4[C:20]([C:21]([C:28]5[CH:33]=[CH:32][CH:31]=[CH:30][CH:29]=5)=[C:22]5[C:27]=3[CH:26]=[CH:25][CH:24]=[CH:23]5)=[CH:19][CH:18]=[CH:17][CH:16]=4)=[CH:10][CH:9]=2)=CC=1.[C:34]1([NH:40][C:41]2[CH:46]=[CH:45][C:44]([C:47]3[CH:65]=[CH:64][C:50]([N:51]([C:58]4[CH:63]=[CH:62][CH:61]=[CH:60][CH:59]=4)[C:52]4[CH:57]=[CH:56][CH:55]=[CH:54][CH:53]=4)=[CH:49][CH:48]=3)=[CH:43][CH:42]=2)[CH:39]=[CH:38][CH:37]=[CH:36][CH:35]=1.C[C:67]([CH3:70])([O-])[CH3:68].[Na+].[C:72](P(C(C)(C)C)C(C)(C)C)(C)([CH3:74])[CH3:73], predict the reaction product. The product is: [C:11]1([C:14]2[C:15]3[C:20](=[CH:19][CH:18]=[CH:17][CH:16]=3)[C:21]([C:28]3[CH:29]=[CH:30][C:31]([C:55]4[CH:56]=[CH:57][C:52]([N:51]([C:58]5[CH:59]=[CH:60][CH:61]=[CH:62][CH:63]=5)[C:50]5[CH:64]=[CH:65][C:47]([C:44]6[CH:45]=[CH:46][C:41]([N:40]([C:68]7[CH:67]=[CH:70][CH:74]=[CH:72][CH:73]=7)[C:34]7[CH:39]=[CH:38][CH:37]=[CH:36][CH:35]=7)=[CH:42][CH:43]=6)=[CH:48][CH:49]=5)=[CH:53][CH:54]=4)=[CH:32][CH:33]=3)=[C:22]3[C:27]=2[CH:26]=[CH:25][CH:24]=[CH:23]3)[CH:12]=[CH:13][CH:8]=[CH:9][CH:10]=1.